Predict the reaction yield, written as a fraction of the theoretical maximum amount of product (1.0 means a 100% yield; for example, 0.34 means a 34% yield). From a dataset of Reaction yield outcomes from USPTO patents with 853,638 reactions. The reactants are Br[C:2]1[CH:3]=[C:4]2[C:8](=[C:9]([C:11]([NH2:13])=[O:12])[CH:10]=1)[NH:7][CH:6]=[C:5]2[CH:14]1[CH2:19][CH2:18][N:17]([S:20]([CH2:23][CH3:24])(=[O:22])=[O:21])[CH2:16][CH2:15]1.[CH3:25][C:26]1[CH:31]=[CH:30][C:29]([SH:32])=[CH:28][CH:27]=1.C(O)CO.C(=O)([O-])[O-].[K+].[K+]. The catalyst is C(O)(C)C.[Cu](I)I. The product is [CH2:23]([S:20]([N:17]1[CH2:18][CH2:19][CH:14]([C:5]2[C:4]3[C:8](=[C:9]([C:11]([NH2:13])=[O:12])[CH:10]=[C:2]([S:32][C:29]4[CH:30]=[CH:31][C:26]([CH3:25])=[CH:27][CH:28]=4)[CH:3]=3)[NH:7][CH:6]=2)[CH2:15][CH2:16]1)(=[O:22])=[O:21])[CH3:24]. The yield is 0.0600.